Dataset: Full USPTO retrosynthesis dataset with 1.9M reactions from patents (1976-2016). Task: Predict the reactants needed to synthesize the given product. (1) The reactants are: [Br:1][C:2]1[CH:3]=[C:4]([S:12](Cl)(=[O:14])=[O:13])[C:5]2[CH:6]=[CH:7][N:8]=[CH:9][C:10]=2[CH:11]=1.[C:16]([O:20][C:21](=[O:26])[NH:22][CH2:23][CH2:24][NH2:25])([CH3:19])([CH3:18])[CH3:17].N1C=CC=CC=1. Given the product [C:16]([O:20][C:21](=[O:26])[NH:22][CH2:23][CH2:24][NH:25][S:12]([C:4]1[C:5]2[CH:6]=[CH:7][N:8]=[CH:9][C:10]=2[CH:11]=[C:2]([Br:1])[CH:3]=1)(=[O:14])=[O:13])([CH3:19])([CH3:17])[CH3:18], predict the reactants needed to synthesize it. (2) Given the product [F:32][C:33]1[CH:34]=[C:35]([CH:38]=[C:39]([F:41])[CH:40]=1)[CH2:36][NH:37][C:25]([C:10]1[C:9]2[C:13](=[CH:14][C:6]([C:4]([O:3][CH2:1][CH3:2])=[O:5])=[CH:7][CH:8]=2)[N:12]([CH2:15][C:16]2[CH:21]=[CH:20][CH:19]=[CH:18][N:17]=2)[C:11]=1[CH:22]([CH3:23])[CH3:24])=[O:26], predict the reactants needed to synthesize it. The reactants are: [CH2:1]([O:3][C:4]([C:6]1[CH:14]=[C:13]2[C:9]([C:10]([C:25](O)=[O:26])=[C:11]([CH:22]([CH3:24])[CH3:23])[N:12]2[CH2:15][C:16]2[CH:21]=[CH:20][CH:19]=[CH:18][N:17]=2)=[CH:8][CH:7]=1)=[O:5])[CH3:2].C(Cl)CCl.[F:32][C:33]1[CH:34]=[C:35]([CH:38]=[C:39]([F:41])[CH:40]=1)[CH2:36][NH2:37]. (3) The reactants are: Br[C:2]1[CH:3]=[CH:4][C:5]2[C:9]([C:10]3[CH:15]=[CH:14][C:13]([CH3:16])=[CH:12][CH:11]=3)=[C:8]([C:17]3[CH:22]=[CH:21][C:20]([CH3:23])=[CH:19][CH:18]=3)[S:7][C:6]=2[CH:24]=1.[Li]CCCC.C(O[B:34]1[O:38][C:37]([CH3:40])([CH3:39])[C:36]([CH3:42])([CH3:41])[O:35]1)(C)C.O. Given the product [C:20]1([CH3:23])[CH:21]=[CH:22][C:17]([C:8]2[S:7][C:6]3[CH:5]=[C:4]([B:34]4[O:38][C:37]([CH3:40])([CH3:39])[C:36]([CH3:42])([CH3:41])[O:35]4)[CH:3]=[CH:2][C:24]=3[C:9]=2[C:10]2[CH:11]=[CH:12][C:13]([CH3:16])=[CH:14][CH:15]=2)=[CH:18][CH:19]=1, predict the reactants needed to synthesize it. (4) Given the product [C:14]([O:13][C:11]([N:6]1[CH2:5][C:4]2[C:8](=[CH:9][CH:10]=[C:2]([C:18]#[N:19])[CH:3]=2)[CH2:7]1)=[O:12])([CH3:17])([CH3:16])[CH3:15], predict the reactants needed to synthesize it. The reactants are: Br[C:2]1[CH:3]=[C:4]2[C:8](=[CH:9][CH:10]=1)[CH2:7][N:6]([C:11]([O:13][C:14]([CH3:17])([CH3:16])[CH3:15])=[O:12])[CH2:5]2.[CH3:18][N:19](C=O)C.